Dataset: Forward reaction prediction with 1.9M reactions from USPTO patents (1976-2016). Task: Predict the product of the given reaction. (1) Given the reactants [C:1](=O)([O:43]C1C=CC([N+]([O-])=O)=CC=1)[O:2][C:3]1[CH:8]=[CH:7][C:6]([CH2:9][C@H:10]([NH:31][C:32]([O:34][C@@H:35]2[C@H:42]3[C@H:38]([O:39][CH2:40][CH2:41]3)[O:37][CH2:36]2)=[O:33])[C@H:11]([OH:30])[CH2:12][N:13]([S:18]([C:21]2[CH:29]=[CH:28][C:24]3[O:25][CH2:26][O:27][C:23]=3[CH:22]=2)(=[O:20])=[O:19])[CH2:14][CH:15]([CH3:17])[CH3:16])=[CH:5][CH:4]=1.[N:54]1([CH2:59][CH2:60][NH2:61])[CH:58]=[CH:57][N:56]=[CH:55]1, predict the reaction product. The product is: [O:25]1[C:24]2[CH:28]=[CH:29][C:21]([S:18]([N:13]([CH2:14][CH:15]([CH3:16])[CH3:17])[CH2:12][C@@H:11]([OH:30])[C@@H:10]([NH:31][C:32](=[O:33])[O:34][C@@H:35]3[C@H:42]4[C@H:38]([O:39][CH2:40][CH2:41]4)[O:37][CH2:36]3)[CH2:9][C:6]3[CH:5]=[CH:4][C:3]([O:2][C:1]([NH:61][CH2:60][CH2:59][N:54]4[CH:58]=[CH:57][N:56]=[CH:55]4)=[O:43])=[CH:8][CH:7]=3)(=[O:20])=[O:19])=[CH:22][C:23]=2[O:27][CH2:26]1. (2) Given the reactants [N+:1]([C:4]1[CH:5]=[CH:6][C:7]([O:16][CH2:17][CH2:18][CH2:19][N:20]2[CH2:25][CH2:24][O:23][CH2:22][CH2:21]2)=[C:8]([C:10]2[CH:15]=[CH:14][CH:13]=[CH:12][CH:11]=2)[CH:9]=1)([O-])=O, predict the reaction product. The product is: [N:20]1([CH2:19][CH2:18][CH2:17][O:16][C:7]2[C:8]([C:10]3[CH:15]=[CH:14][CH:13]=[CH:12][CH:11]=3)=[CH:9][C:4]([NH2:1])=[CH:5][CH:6]=2)[CH2:25][CH2:24][O:23][CH2:22][CH2:21]1. (3) The product is: [C:7]([O:6][CH:1]1[CH:21]2[CH2:12][CH:13]3[CH2:14][C:15]([OH:22])([CH2:4][CH:2]1[CH2:3]3)[CH2:16]2)(=[O:11])[C:8]([CH3:10])=[CH2:9]. Given the reactants [C:1]([O:6][C:7](=[O:11])[C:8]([CH3:10])=[CH2:9])(=O)[C:2]([CH3:4])=[CH2:3].[C:12]12(O)[CH2:21][CH:16]3CC(C[CH:14]([CH:15]3[OH:22])[CH2:13]1)C2.N1C=CC=CC=1.O, predict the reaction product. (4) The product is: [CH3:27][C:24]1([CH3:28])[CH2:23][CH2:22][CH:21]([C:19]2[S:18][C:13]3[N:14]=[C:15]([CH3:17])[N:16]=[C:11]([CH2:10][OH:9])[C:12]=3[N:20]=2)[CH2:26][CH2:25]1. Given the reactants C([O:9][CH2:10][C:11]1[C:12]2[N:20]=[C:19]([CH:21]3[CH2:26][CH2:25][C:24]([CH3:28])([CH3:27])[CH2:23][CH2:22]3)[S:18][C:13]=2[N:14]=[C:15]([CH3:17])[N:16]=1)(=O)C1C=CC=CC=1.O(C)[Na].Cl.CCOC(C)=O, predict the reaction product. (5) Given the reactants [S:1]1[C:5]2[CH:6]=[CH:7][CH:8]=[CH:9][C:4]=2[N:3]=[C:2]1[NH:10][N:11]=[CH:12][C:13]1[O:14][C:15]([N+:18]([O-:20])=[O:19])=[CH:16][CH:17]=1.[N+](C1OC(C=O)=CC=1)([O-])=O.N(C1SC2C=C([F:42])C=CC=2N=1)N, predict the reaction product. The product is: [F:42][C:7]1[CH:8]=[CH:9][C:4]2[N:3]=[C:2]([NH:10][N:11]=[CH:12][C:13]3[O:14][C:15]([N+:18]([O-:20])=[O:19])=[CH:16][CH:17]=3)[S:1][C:5]=2[CH:6]=1. (6) Given the reactants [CH3:1][O:2][C:3]1[CH:4]=[C:5]([CH2:9][NH:10][C:11](=[O:31])[O:12][CH2:13][C@H:14]2[CH2:18][C@@H:17]([NH:19][S:20]([C:23]3[CH:28]=[C:27]([Br:29])[CH:26]=[CH:25][C:24]=3[Br:30])(=[O:22])=[O:21])[CH2:16][NH:15]2)[CH:6]=[CH:7][CH:8]=1.C[CH2:33][N:34](C(C)C)C(C)C.BrC#N.C(O)C(N)(CO)CO, predict the reaction product. The product is: [CH3:1][O:2][C:3]1[CH:4]=[C:5]([CH2:9][NH:10][C:11](=[O:31])[O:12][CH2:13][C@H:14]2[CH2:18][C@@H:17]([NH:19][S:20]([C:23]3[CH:28]=[C:27]([Br:29])[CH:26]=[CH:25][C:24]=3[Br:30])(=[O:21])=[O:22])[CH2:16][N:15]2[C:33]#[N:34])[CH:6]=[CH:7][CH:8]=1. (7) Given the reactants [C:1]([SiH2:5][O:6][C:7]([CH3:33])([CH3:32])[C:8]1N=[CH:10][N:11](C(C2C=CC=CC=2)(C2C=CC=CC=2)C2C=CC=CC=2)[CH:12]=1)([CH3:4])([CH3:3])[CH3:2].[C:34]([C:36]1[CH:43]=[CH:42][CH:41]=[CH:40][C:37]=1[CH2:38]Br)#[N:35].C([NH:46]CC)C.CO, predict the reaction product. The product is: [C:1]([SiH2:5][O:6][C:7]([CH3:33])([CH3:32])[C:8]1[N:35]([CH2:34][C:36]2[CH:43]=[CH:42][CH:41]=[CH:40][C:37]=2[C:38]#[N:46])[CH:10]=[N:11][CH:12]=1)([CH3:4])([CH3:3])[CH3:2].